Task: Predict the product of the given reaction.. Dataset: Forward reaction prediction with 1.9M reactions from USPTO patents (1976-2016) Given the reactants [N:1]1([CH2:7][CH2:8][OH:9])[CH2:6][CH2:5][NH:4][CH2:3][CH2:2]1.Br[CH2:11][CH2:12][N:13]1[C:17](=[O:18])[C:16]2=[CH:19][CH:20]=[CH:21][CH:22]=[C:15]2[C:14]1=[O:23].C([O-])([O-])=O.[K+].[K+], predict the reaction product. The product is: [OH:9][CH2:8][CH2:7][N:1]1[CH2:6][CH2:5][N:4]([CH2:11][CH2:12][N:13]2[C:14](=[O:23])[C:15]3[C:16](=[CH:19][CH:20]=[CH:21][CH:22]=3)[C:17]2=[O:18])[CH2:3][CH2:2]1.